Dataset: Full USPTO retrosynthesis dataset with 1.9M reactions from patents (1976-2016). Task: Predict the reactants needed to synthesize the given product. The reactants are: C(O[BH-](OC(=O)C)OC(=O)C)(=O)C.[Na+].[CH3:15][NH2:16].C(O)C.[Cl:20][C:21]1[CH:22]=[CH:23][C:24]([O:44][CH2:45][CH:46]([CH3:48])[CH3:47])=[C:25]([CH2:27][C:28]2[O:32][C:31]([C:33]3[NH:37][C:36]4[CH:38]=[CH:39][C:40]([CH:42]=O)=[CH:41][C:35]=4[N:34]=3)=[CH:30][CH:29]=2)[CH:26]=1.[BH4-].[Na+]. Given the product [ClH:20].[ClH:20].[Cl:20][C:21]1[CH:22]=[CH:23][C:24]([O:44][CH2:45][CH:46]([CH3:48])[CH3:47])=[C:25]([CH2:27][C:28]2[O:32][C:31]([C:33]3[NH:37][C:36]4[CH:38]=[CH:39][C:40]([CH2:42][NH:16][CH3:15])=[CH:41][C:35]=4[N:34]=3)=[CH:30][CH:29]=2)[CH:26]=1, predict the reactants needed to synthesize it.